Task: Predict the product of the given reaction.. Dataset: Forward reaction prediction with 1.9M reactions from USPTO patents (1976-2016) (1) Given the reactants [O:1]=[C:2]1[C:11]2[C:6](=[CH:7][CH:8]=[CH:9][CH:10]=2)[N:5]([CH2:12][CH2:13][N:14]2[CH2:19][CH2:18][CH:17]([NH:20]C(=O)OC(C)(C)C)[CH2:16][CH2:15]2)[CH:4]=[CH:3]1.Cl.O1CCOCC1.NC1CCN(CCN2C3C(=CC=CC=3)C=CC2=O)CC1, predict the reaction product. The product is: [NH2:20][CH:17]1[CH2:18][CH2:19][N:14]([CH2:13][CH2:12][N:5]2[C:6]3[C:11](=[CH:10][CH:9]=[CH:8][CH:7]=3)[C:2](=[O:1])[CH:3]=[CH:4]2)[CH2:15][CH2:16]1. (2) Given the reactants F[C:2]1[CH:7]=[CH:6][C:5]([F:8])=[CH:4][C:3]=1[N+:9]([O-:11])=[O:10].[NH2:12][CH2:13][CH2:14][OH:15], predict the reaction product. The product is: [F:8][C:5]1[CH:6]=[CH:7][C:2]([NH:12][CH2:13][CH2:14][OH:15])=[C:3]([N+:9]([O-:11])=[O:10])[CH:4]=1.